Dataset: Forward reaction prediction with 1.9M reactions from USPTO patents (1976-2016). Task: Predict the product of the given reaction. (1) The product is: [Cl:1][C:2]1[CH:25]=[CH:24][C:5]([CH2:6][NH:7][C:8]([C:10]2[C:11](=[O:23])[C:12]3[S:19][C:18]([CH2:20][N:38]([CH2:37][CH:36]([C:29]4[C:30]([O:34][CH3:35])=[CH:31][CH:32]=[CH:33][C:28]=4[O:27][CH3:26])[OH:40])[CH3:39])=[C:17]([CH3:22])[C:13]=3[N:14]([CH3:16])[CH:15]=2)=[O:9])=[CH:4][CH:3]=1. Given the reactants [Cl:1][C:2]1[CH:25]=[CH:24][C:5]([CH2:6][NH:7][C:8]([C:10]2[C:11](=[O:23])[C:12]3[S:19][C:18]([CH2:20]Cl)=[C:17]([CH3:22])[C:13]=3[N:14]([CH3:16])[CH:15]=2)=[O:9])=[CH:4][CH:3]=1.[CH3:26][O:27][C:28]1[CH:33]=[CH:32][CH:31]=[C:30]([O:34][CH3:35])[C:29]=1[CH:36]([OH:40])[CH2:37][NH:38][CH3:39].C(N(C(C)C)CC)(C)C, predict the reaction product. (2) Given the reactants C[O:2][C:3]([C@@:5]12[CH2:23][C@H:22]1[CH:21]=[CH:20][CH2:19][CH2:18][CH2:17][CH2:16][N:15]([CH3:24])[C:14](=[O:25])[N:13]1[C@@H:8]([CH2:9][C@@H:10]([O:26][C:27]3[CH:32]=[C:31]([C:33]4[CH:37]=[C:36]([CH3:38])[S:35][C:34]=4[CH3:39])[N:30]=[C:29]([C:40]4[S:41][CH:42]=[C:43]([C:45]([F:48])([F:47])[F:46])[N:44]=4)[N:28]=3)[CH2:11][CH2:12]1)[C:7](=[O:49])[NH:6]2)=[O:4].C(C1N=C(C2C=C(O[C@H]3C[C@@H]4N(C(=O)N(C)CCCCC=C[C@H]5[C@](C(O)=O)(NC4=O)C5)CC3)C3C(=C(C)C(OC)=CC=3)N=2)SC=1)#C, predict the reaction product. The product is: [CH3:39][C:34]1[S:35][C:36]([CH3:38])=[CH:37][C:33]=1[C:31]1[N:30]=[C:29]([C:40]2[S:41][CH:42]=[C:43]([C:45]([F:46])([F:47])[F:48])[N:44]=2)[N:28]=[C:27]([O:26][C@@H:10]2[CH2:9][C@@H:8]3[N:13]([C:14](=[O:25])[N:15]([CH3:24])[CH2:16][CH2:17][CH2:18][CH2:19][CH:20]=[CH:21][C@H:22]4[C@:5]([C:3]([OH:4])=[O:2])([NH:6][C:7]3=[O:49])[CH2:23]4)[CH2:12][CH2:11]2)[CH:32]=1.